Task: Predict the reaction yield, written as a fraction of the theoretical maximum amount of product (1.0 means a 100% yield; for example, 0.34 means a 34% yield).. Dataset: Reaction yield outcomes from USPTO patents with 853,638 reactions (1) The reactants are [CH2:1]([C:4]1([CH2:13][CH3:14])[CH2:9][CH2:8][CH2:7][C:6]([CH3:11])([CH3:10])[C:5]1=[O:12])[CH:2]=[CH2:3].CC(N(C)C)=[O:17]. The catalyst is O.[Pd](Cl)Cl. The product is [CH2:13]([C:4]1([CH2:1][C:2](=[O:17])[CH3:3])[CH2:9][CH2:8][CH2:7][C:6]([CH3:10])([CH3:11])[C:5]1=[O:12])[CH3:14]. The yield is 0.840. (2) The reactants are [NH2:1][C:2]1[N:7]=[CH:6][C:5]([C:8]2[CH:13]=[CH:12][C:11]([OH:14])=[CH:10][CH:9]=2)=[C:4]([CH2:15][CH3:16])[C:3]=1[C:17]1[CH:22]=[CH:21][C:20]([OH:23])=[CH:19][CH:18]=1.[CH:24]1([CH:27]=O)[CH2:26][CH2:25]1.[BH-](OC(C)=O)(OC(C)=O)OC(C)=O.[Na+]. The catalyst is ClCCCl. The product is [CH:24]1([CH2:27][NH:1][C:2]2[N:7]=[CH:6][C:5]([C:8]3[CH:9]=[CH:10][C:11]([OH:14])=[CH:12][CH:13]=3)=[C:4]([CH2:15][CH3:16])[C:3]=2[C:17]2[CH:18]=[CH:19][C:20]([OH:23])=[CH:21][CH:22]=2)[CH2:26][CH2:25]1. The yield is 0.120. (3) The reactants are [OH:1][CH:2]1[CH:6]2[O:7][CH2:8][CH:9]([N:10]3[C:18](=[O:19])[C:17]4[C:12](=[CH:13][CH:14]=[CH:15][CH:16]=4)[C:11]3=[O:20])[CH:5]2[O:4][CH2:3]1.C(N(CC)CC)C.[CH3:28][S:29](Cl)(=[O:31])=[O:30]. The catalyst is ClCCl.CN(C)C1C=CN=CC=1. The product is [CH3:28][S:29]([O:1][CH:2]1[CH2:3][O:4][CH:5]2[CH:9]([N:10]3[C:18](=[O:19])[C:17]4[C:12](=[CH:13][CH:14]=[CH:15][CH:16]=4)[C:11]3=[O:20])[CH2:8][O:7][CH:6]12)(=[O:31])=[O:30]. The yield is 0.779. (4) The reactants are [H-].[Na+].[CH:3]1([CH:9]=[O:10])[CH2:8][CH2:7][CH2:6][CH2:5][CH2:4]1.[CH:11](Cl)(Cl)Cl.[OH-:15].[Na+].C1C[O:20][CH2:19]C1. The catalyst is CO. The product is [CH:3]1([CH:9]([O:10][CH3:11])[C:19]([OH:20])=[O:15])[CH2:8][CH2:7][CH2:6][CH2:5][CH2:4]1. The yield is 0.420. (5) The reactants are [CH3:1][N:2]1[C@@H:7]2[CH2:8][C:9]3[CH:14]=[CH:13][C:12]([O:15][CH3:16])=[C:11]4[O:17][C@H:18]5[C:19]([O:22]C)=[CH:20][CH2:21][C@@H:6]2[C@:5]5([C:10]=34)[CH2:4][CH2:3]1.Cl.[OH-].[NH4+].C. The catalyst is CO.ClCCl. The product is [CH3:1][N:2]1[C@@H:7]2[CH2:8][C:9]3[CH:14]=[CH:13][C:12]([O:15][CH3:16])=[C:11]4[O:17][C@H:18]5[C:19]([CH2:20][CH2:21][C@@H:6]2[C@:5]5([C:10]=34)[CH2:4][CH2:3]1)=[O:22]. The yield is 0.849.